This data is from Reaction yield outcomes from USPTO patents with 853,638 reactions. The task is: Predict the reaction yield, written as a fraction of the theoretical maximum amount of product (1.0 means a 100% yield; for example, 0.34 means a 34% yield). (1) The reactants are [NH2:1][CH2:2][C:3]([NH:5][CH2:6][C:7]([F:10])([F:9])[F:8])=[O:4].[C:11]([C:14]1[C:23]2[C:18](=[CH:19][CH:20]=[CH:21][CH:22]=2)[C:17]([C:24](Cl)=[O:25])=[CH:16][CH:15]=1)(=[O:13])[CH3:12].C(N(CC)CC)C. The catalyst is ClCCCl. The product is [C:11]([C:14]1[C:23]2[C:18](=[CH:19][CH:20]=[CH:21][CH:22]=2)[C:17]([C:24]([NH:1][CH2:2][C:3](=[O:4])[NH:5][CH2:6][C:7]([F:10])([F:9])[F:8])=[O:25])=[CH:16][CH:15]=1)(=[O:13])[CH3:12]. The yield is 0.750. (2) The reactants are [Cl:1][C:2]1[C:6]([NH:7][C:8](=[O:10])[CH3:9])=[CH:5][N:4]([C:11]2[CH:12]=[N:13][CH:14]=[CH:15][CH:16]=2)[N:3]=1.O1CC[CH2:19][CH2:18]1.CC(C)([O-])C.[Na+].C(Br)C. The catalyst is O.C(OCC)(=O)C. The product is [Cl:1][C:2]1[C:6]([N:7]([CH2:18][CH3:19])[C:8](=[O:10])[CH3:9])=[CH:5][N:4]([C:11]2[CH:12]=[N:13][CH:14]=[CH:15][CH:16]=2)[N:3]=1. The yield is 0.890. (3) The reactants are Cl[C:2]1[N:7]=[C:6]([CH:8]2[CH2:10][CH2:9]2)[N:5]=[C:4]([N:11]2[CH2:16][C@@H:15]3[CH2:17][C@H:12]2[CH2:13][N:14]3[CH2:18][CH2:19][O:20][CH3:21])[CH:3]=1.CC1(C)C(C)(C)OB([C:30]2[CH:31]=[C:32]([O:37][C:38]([F:41])([F:40])[F:39])[C:33]([NH2:36])=[N:34][CH:35]=2)O1.C(=O)([O-])[O-].[Cs+].[Cs+]. The catalyst is [Pd](Cl)Cl.C1(P(C2C=CC=CC=2)[C-]2C=CC=C2)C=CC=CC=1.[C-]1(P(C2C=CC=CC=2)C2C=CC=CC=2)C=CC=C1.[Fe+2].O1CCOCC1.O. The product is [CH:8]1([C:6]2[N:7]=[C:2]([C:30]3[CH:31]=[C:32]([O:37][C:38]([F:41])([F:40])[F:39])[C:33]([NH2:36])=[N:34][CH:35]=3)[CH:3]=[C:4]([N:11]3[CH2:16][C@@H:15]4[CH2:17][C@H:12]3[CH2:13][N:14]4[CH2:18][CH2:19][O:20][CH3:21])[N:5]=2)[CH2:10][CH2:9]1. The yield is 0.310. (4) The reactants are [NH2:1][C:2]1[CH:3]=[CH:4][C:5]([CH3:24])=[C:6]([CH:23]=1)[O:7][C:8]1[CH:9]=[CH:10][C:11]2[N:12]([CH:14]=[C:15]([NH:17][C:18]([CH:20]3[CH2:22][CH2:21]3)=[O:19])[N:16]=2)[N:13]=1.[CH3:25][N:26]1[C:30]([C:31](Cl)=[O:32])=[CH:29][C:28]([CH3:34])=[N:27]1.C(N(CC)CC)C. The catalyst is O1CCCC1.C(=O)([O-])O.[Na+]. The product is [CH:20]1([C:18]([NH:17][C:15]2[N:16]=[C:11]3[CH:10]=[CH:9][C:8]([O:7][C:6]4[CH:23]=[C:2]([NH:1][C:31]([C:30]5[N:26]([CH3:25])[N:27]=[C:28]([CH3:34])[CH:29]=5)=[O:32])[CH:3]=[CH:4][C:5]=4[CH3:24])=[N:13][N:12]3[CH:14]=2)=[O:19])[CH2:22][CH2:21]1. The yield is 0.640. (5) The reactants are [Cl:1][C:2]1[C:11]2[C:6](=[CH:7][C:8]([F:12])=[CH:9][CH:10]=2)[CH:5]=[CH:4][N:3]=1.[Li+].CC([N-]C(C)C)C.C1CCCCC1.[CH2:27]([S:30][S:30][CH2:27][CH2:28][CH3:29])[CH2:28][CH3:29]. The catalyst is C1COCC1. The product is [Cl:1][C:2]1[C:11]2[C:6](=[C:7]([S:30][CH2:27][CH2:28][CH3:29])[C:8]([F:12])=[CH:9][CH:10]=2)[CH:5]=[CH:4][N:3]=1. The yield is 0.360. (6) The reactants are O1CCCC1.[F:6][C:7]1[C:8]([O:13][CH2:14][C:15]2[CH:20]=[CH:19][C:18]([CH2:21][C:22](Cl)=[N:23][OH:24])=[CH:17][CH:16]=2)=[N:9][CH:10]=[CH:11][CH:12]=1.[C:26]([C:28]1[C:29]([NH2:35])=[N:30][C:31]([NH2:34])=[CH:32][CH:33]=1)#[CH:27].C(N(CC)CC)C. The catalyst is O. The product is [F:6][C:7]1[C:8]([O:13][CH2:14][C:15]2[CH:20]=[CH:19][C:18]([CH2:21][C:22]3[CH:27]=[C:26]([C:28]4[C:29]([NH2:35])=[N:30][C:31]([NH2:34])=[CH:32][CH:33]=4)[O:24][N:23]=3)=[CH:17][CH:16]=2)=[N:9][CH:10]=[CH:11][CH:12]=1. The yield is 0.920. (7) The catalyst is C(OCC)(=O)C.CCCCCC. The reactants are CC(C)([O-:4])C.[K+].ClC1N=[N+]([O-])C(Cl)=CC=1.[Cl-].[NH4+].[Cl:18][C:19]1[N+:24]([O-])=[N:23][C:22]([O:26][C:27]2[CH:32]=[CH:31][CH:30]=[C:29]([O:33][CH3:34])[C:28]=2[I:35])=[CH:21][CH:20]=1.ClC1N=[N+]([O-])C(OC2C=CC=C(OC)C=2I)=CC=1. The product is [Cl:18][C:19]1[N:24]=[N:23][C:22]([O:26][C:27]2[CH:32]=[CH:31][CH:30]=[C:29]([O:33][CH3:34])[C:28]=2[I:35])=[C:21]([OH:4])[CH:20]=1. The yield is 0.718. (8) The reactants are [CH3:1][CH:2]1[CH2:11][C:10](=[O:12])[N:9]2[CH2:13][C@@H:14]([CH2:15][N:16]3[CH2:21][CH2:20][CH:19]([NH:22][C:23](=[O:29])[O:24][C:25]([CH3:28])([CH3:27])[CH3:26])[CH2:18][CH2:17]3)[N:7]3[C:8]2=[C:3]1[CH:4]=[CH:5][C:6]3=[O:30].C(C1C(=O)C(Cl)=C(Cl)C(=O)C=1C#N)#N.C([O-])([O-])=O.[K+].[K+]. The catalyst is C(Cl)Cl. The product is [CH3:1][C:2]1[C:3]2[CH:4]=[CH:5][C:6](=[O:30])[N:7]3[C@H:14]([CH2:15][N:16]4[CH2:17][CH2:18][CH:19]([NH:22][C:23](=[O:29])[O:24][C:25]([CH3:27])([CH3:26])[CH3:28])[CH2:20][CH2:21]4)[CH2:13][N:9]([C:8]=23)[C:10](=[O:12])[CH:11]=1. The yield is 0.611. (9) The reactants are Br[C:2]1[C:3]2[N:11]([CH2:12][CH3:13])[C:10]([C:14]3[C:15]([NH2:19])=[N:16][O:17][N:18]=3)=[N:9][C:4]=2[C:5]([Cl:8])=[N:6][CH:7]=1.C([Mg]Cl)(C)C.B(OC)(OC)[O:26]C.C(=O)=O.CC(C)=O. The catalyst is C1COCC1. The product is [NH2:19][C:15]1[C:14]([C:10]2[N:11]([CH2:12][CH3:13])[C:3]3[C:2]([OH:26])=[CH:7][N:6]=[C:5]([Cl:8])[C:4]=3[N:9]=2)=[N:18][O:17][N:16]=1. The yield is 0.880.